Task: Predict the reaction yield, written as a fraction of the theoretical maximum amount of product (1.0 means a 100% yield; for example, 0.34 means a 34% yield).. Dataset: Reaction yield outcomes from USPTO patents with 853,638 reactions (1) The reactants are [Cl:1][C:2]1[CH:10]=[CH:9][C:5]([C:6]([OH:8])=O)=[C:4]([SH:11])[CH:3]=1.[C:12]([C:14]1[CH:19]=[CH:18][CH:17]=[CH:16][N:15]=1)#[N:13]. The catalyst is N1C=CC=CC=1. The product is [Cl:1][C:2]1[CH:10]=[CH:9][C:5]2[C:6](=[O:8])[N:13]=[C:12]([C:14]3[CH:19]=[CH:18][CH:17]=[CH:16][N:15]=3)[S:11][C:4]=2[CH:3]=1. The yield is 0.480. (2) The reactants are [CH3:1][O:2][C:3](=[O:21])[C@H:4]([CH2:13][C:14]1[CH:19]=[CH:18][C:17]([OH:20])=[CH:16][CH:15]=1)[NH:5][C:6]([O:8][C:9]([CH3:12])([CH3:11])[CH3:10])=[O:7].[C:22]1([O:28][C:29]2[CH:34]=[CH:33][C:32](B(O)O)=[CH:31][CH:30]=2)[CH:27]=[CH:26][CH:25]=[CH:24][CH:23]=1.N1C=CC=CC=1. The catalyst is C(Cl)Cl.C([O-])(=O)C.[Cu+2].C([O-])(=O)C. The product is [C:9]([O:8][C:6]([NH:5][C@@H:4]([CH2:13][C:14]1[CH:19]=[CH:18][C:17]([O:20][C:32]2[CH:33]=[CH:34][C:29]([O:28][C:22]3[CH:27]=[CH:26][CH:25]=[CH:24][CH:23]=3)=[CH:30][CH:31]=2)=[CH:16][CH:15]=1)[C:3]([O:2][CH3:1])=[O:21])=[O:7])([CH3:12])([CH3:10])[CH3:11]. The yield is 0.640. (3) The reactants are BrC1C=CC=C(Br)C=1O.[C:10]([CH:15]([CH2:19][CH:20]=[CH2:21])[CH2:16]C=C)([O:12][CH2:13][CH3:14])=[O:11]. The catalyst is O(Cl)Cl.[W].C1(C)C=CC=CC=1. The product is [CH:15]1([C:10]([O:12][CH2:13][CH3:14])=[O:11])[CH2:16][CH:21]=[CH:20][CH2:19]1. The yield is 0.710. (4) The product is [CH2:1]([N:8]1[CH2:18][CH:17]([C:19]2[CH:24]=[CH:23][C:22]([Cl:25])=[CH:21][CH:20]=2)[O:16][C:10]2([CH2:15][CH2:14][N:13]([C:34]([C:33]3[CH:37]=[CH:38][C:30]([O:29][CH:26]([CH3:27])[CH3:28])=[C:31]([CH3:39])[CH:32]=3)=[O:35])[CH2:12][CH2:11]2)[CH2:9]1)[C:2]1[CH:7]=[CH:6][CH:5]=[CH:4][CH:3]=1. The catalyst is CN(C=O)C. The reactants are [CH2:1]([N:8]1[CH2:18][CH:17]([C:19]2[CH:24]=[CH:23][C:22]([Cl:25])=[CH:21][CH:20]=2)[O:16][C:10]2([CH2:15][CH2:14][NH:13][CH2:12][CH2:11]2)[CH2:9]1)[C:2]1[CH:7]=[CH:6][CH:5]=[CH:4][CH:3]=1.[CH:26]([O:29][C:30]1[CH:38]=[CH:37][C:33]([C:34](O)=[O:35])=[CH:32][C:31]=1[CH3:39])([CH3:28])[CH3:27].CCN(C(C)C)C(C)C.CN(C(ON1N=NC2C=CC=NC1=2)=[N+](C)C)C.F[P-](F)(F)(F)(F)F. The yield is 0.290. (5) The reactants are Br[C:2]1[CH:16]=[CH:15][C:5]([C:6]([NH:8][CH:9]2[CH2:14][CH2:13][CH2:12][CH2:11][CH2:10]2)=[O:7])=[C:4]([F:17])[CH:3]=1.[Cu](C#N)[C:19]#[N:20].C(N)CN. The catalyst is CN(C=O)C. The product is [C:19]([C:2]1[CH:16]=[CH:15][C:5]([C:6]([NH:8][CH:9]2[CH2:14][CH2:13][CH2:12][CH2:11][CH2:10]2)=[O:7])=[C:4]([F:17])[CH:3]=1)#[N:20]. The yield is 0.610. (6) The reactants are Cl.[F:2][C:3]1[CH:4]=[CH:5][C:6]([O:26][CH2:27][CH2:28][N:29]2[CH2:34][CH2:33][O:32][CH2:31][CH2:30]2)=[C:7]([C@H:9]2[CH2:13][CH2:12][CH2:11][N:10]2[C:14]2[CH:19]=[CH:18][N:17]3[N:20]=[CH:21][C:22]([C:23](O)=[O:24])=[C:16]3[N:15]=2)[CH:8]=1.[Cl-].[NH4+:36]. No catalyst specified. The product is [F:2][C:3]1[CH:4]=[CH:5][C:6]([O:26][CH2:27][CH2:28][N:29]2[CH2:34][CH2:33][O:32][CH2:31][CH2:30]2)=[C:7]([C@H:9]2[CH2:13][CH2:12][CH2:11][N:10]2[C:14]2[CH:19]=[CH:18][N:17]3[N:20]=[CH:21][C:22]([C:23]([NH2:36])=[O:24])=[C:16]3[N:15]=2)[CH:8]=1. The yield is 0.910. (7) The reactants are CC(OC([N:8]1[CH2:13][CH2:12][N:11]([C:14]2[N:19]=[CH:18][C:17]([C:20]([OH:22])=O)=[CH:16][CH:15]=2)[CH2:10][CH2:9]1)=O)(C)C.ClC(N(C)C)=C(C)C.N1C=CC=CC=1.[NH2:37][C:38]1[N:42](C(OC(C)(C)C)=O)[N:41]=[C:40]([O:50][CH2:51][C:52]2[CH:57]=[C:56]([O:58][CH3:59])[CH:55]=[C:54]([O:60][CH3:61])[CH:53]=2)[CH:39]=1.Cl.O1CCOCC1. The catalyst is C1COCC1. The product is [CH3:59][O:58][C:56]1[CH:57]=[C:52]([CH2:51][O:50][C:40]2[CH:39]=[C:38]([NH:37][C:20]([C:17]3[CH:18]=[N:19][C:14]([N:11]4[CH2:10][CH2:9][NH:8][CH2:13][CH2:12]4)=[CH:15][CH:16]=3)=[O:22])[NH:42][N:41]=2)[CH:53]=[C:54]([O:60][CH3:61])[CH:55]=1. The yield is 0.260. (8) The reactants are [C:1]([O:5][C:6](=[O:31])[CH2:7][O:8][C:9]1[C:14]2[CH2:15][CH2:16][CH2:17][CH2:18][CH:19]([NH:20][S:21]([C:24]3[CH:29]=[CH:28][C:27](I)=[CH:26][CH:25]=3)(=[O:23])=[O:22])[C:13]=2[CH:12]=[CH:11][CH:10]=1)([CH3:4])([CH3:3])[CH3:2].[C:32]([C:36]1[CH:37]=[C:38](B(O)O)[CH:39]=[C:40]([CH3:42])[CH:41]=1)([CH3:35])([CH3:34])[CH3:33].C([O-])([O-])=O.[K+].[K+]. The catalyst is O1CCOCC1.C1C=CC([P]([Pd]([P](C2C=CC=CC=2)(C2C=CC=CC=2)C2C=CC=CC=2)([P](C2C=CC=CC=2)(C2C=CC=CC=2)C2C=CC=CC=2)[P](C2C=CC=CC=2)(C2C=CC=CC=2)C2C=CC=CC=2)(C2C=CC=CC=2)C2C=CC=CC=2)=CC=1. The product is [C:1]([O:5][C:6](=[O:31])[CH2:7][O:8][C:9]1[C:14]2[CH2:15][CH2:16][CH2:17][CH2:18][CH:19]([NH:20][S:21]([C:24]3[CH:29]=[CH:28][C:27]([C:38]4[CH:39]=[C:40]([CH3:42])[CH:41]=[C:36]([C:32]([CH3:35])([CH3:34])[CH3:33])[CH:37]=4)=[CH:26][CH:25]=3)(=[O:23])=[O:22])[C:13]=2[CH:12]=[CH:11][CH:10]=1)([CH3:4])([CH3:3])[CH3:2]. The yield is 0.740. (9) The reactants are CCN(C(C)C)C(C)C.[CH2:10]([O:17][N:18]1[C:24](=[O:25])[N:23]2[CH2:26][C@H:19]1[CH2:20][CH2:21][C@H:22]2[C:27]([OH:29])=O)[C:11]1[CH:16]=[CH:15][CH:14]=[CH:13][CH:12]=1.[NH:30]([C:32]([N:34]1[CH2:39][CH2:38][N:37]([C:40]([O:42][C:43]([CH3:46])([CH3:45])[CH3:44])=[O:41])[CH2:36][CH2:35]1)=[O:33])[NH2:31].CN(C(ON1N=NC2C=CC=NC1=2)=[N+](C)C)C.F[P-](F)(F)(F)(F)F. The catalyst is CN(C=O)C.O. The product is [CH2:10]([O:17][N:18]1[C:24](=[O:25])[N:23]2[CH2:26][C@H:19]1[CH2:20][CH2:21][C@H:22]2[C:27]([NH:31][NH:30][C:32]([N:34]1[CH2:35][CH2:36][N:37]([C:40]([O:42][C:43]([CH3:46])([CH3:45])[CH3:44])=[O:41])[CH2:38][CH2:39]1)=[O:33])=[O:29])[C:11]1[CH:12]=[CH:13][CH:14]=[CH:15][CH:16]=1. The yield is 0.540. (10) The reactants are [ClH:1].[NH2:2][C:3]1[CH:8]=[CH:7][C:6]([NH:9][C:10]([NH2:12])=[NH:11])=[CH:5][C:4]=1[N+:13]([O-])=O.O1CCCC1. The catalyst is [Pd].CO. The product is [ClH:1].[NH2:13][C:4]1[CH:5]=[C:6]([NH:9][C:10]([NH2:12])=[NH:11])[CH:7]=[CH:8][C:3]=1[NH2:2]. The yield is 0.980.